From a dataset of Reaction yield outcomes from USPTO patents with 853,638 reactions. Predict the reaction yield, written as a fraction of the theoretical maximum amount of product (1.0 means a 100% yield; for example, 0.34 means a 34% yield). (1) The reactants are [O:1](C(OC(C)(C)C)=O)C(OC(C)(C)C)=O.IC1C=CC(C2N=[C:25]([C@H:28]([NH:30][C:31](=[O:40])[O:32][CH2:33][C:34]3[CH:39]=[CH:38][CH:37]=[CH:36][CH:35]=3)[CH3:29])NC=2)=CC=1.CN(C)C.O1CCOCC1.[OH2:51]. No catalyst specified. The product is [NH:30]([C:31]([O:32][CH2:33][C:34]1[CH:39]=[CH:38][CH:37]=[CH:36][CH:35]=1)=[O:40])[C@@H:28]([C:25]([OH:1])=[O:51])[CH3:29]. The yield is 0.970. (2) The reactants are [F:1][B-](F)(F)F.N#[O+].[CH3:8][O:9][C:10](=[O:33])[CH2:11][C:12]1[CH:17]=[C:16]([Br:18])[C:15]([O:19][C:20]2[CH:25]=[C:24]([CH:26]([CH3:28])[CH3:27])[C:23]([O:29][CH3:30])=[C:22](N)[CH:21]=2)=[C:14]([Br:32])[CH:13]=1. The catalyst is ClCCl. The product is [CH3:8][O:9][C:10](=[O:33])[CH2:11][C:12]1[CH:17]=[C:16]([Br:18])[C:15]([O:19][C:20]2[CH:25]=[C:24]([CH:26]([CH3:28])[CH3:27])[C:23]([O:29][CH3:30])=[C:22]([F:1])[CH:21]=2)=[C:14]([Br:32])[CH:13]=1. The yield is 0.440.